The task is: Predict which catalyst facilitates the given reaction.. This data is from Catalyst prediction with 721,799 reactions and 888 catalyst types from USPTO. (1) Reactant: [F:1][C:2]1[CH:11]=[C:10]2[C:5]([CH:6]=[CH:7][CH:8]=[N:9]2)=[CH:4][C:3]=1[CH:12]([C:14]1[N:18]2[N:19]=[C:20]([C:23](=O)[CH3:24])[CH:21]=[CH:22][C:17]2=[N:16][CH:15]=1)[CH3:13].Cl.[NH2:27][NH:28][C:29]([NH2:31])=[O:30].C(N(CC)CC)C. Product: [F:1][C:2]1[CH:11]=[C:10]2[C:5]([CH:6]=[CH:7][CH:8]=[N:9]2)=[CH:4][C:3]=1[CH:12]([C:14]1[N:18]2[N:19]=[C:20](/[C:23](=[N:27]/[NH:28][C:29]([NH2:31])=[O:30])/[CH3:24])[CH:21]=[CH:22][C:17]2=[N:16][CH:15]=1)[CH3:13]. The catalyst class is: 5. (2) The catalyst class is: 5. Reactant: Cl.[CH3:2][C:3]1([CH3:26])[CH2:12][CH2:11][C:10]([CH3:14])([CH3:13])[C:9]2[CH:8]=[C:7]([C:15]3[O:16][CH:17]=[C:18]([CH:20]4[CH2:25][CH2:24][NH:23][CH2:22][CH2:21]4)[N:19]=3)[CH:6]=[CH:5][C:4]1=2.C([O:30][CH2:31][CH2:32][CH2:33][CH2:34]Br)(=O)C.[OH-].[Na+]. Product: [CH3:2][C:3]1([CH3:26])[CH2:12][CH2:11][C:10]([CH3:13])([CH3:14])[C:9]2[CH:8]=[C:7]([C:15]3[O:16][CH:17]=[C:18]([CH:20]4[CH2:25][CH2:24][N:23]([CH2:34][CH2:33][CH2:32][CH2:31][OH:30])[CH2:22][CH2:21]4)[N:19]=3)[CH:6]=[CH:5][C:4]1=2. (3) Reactant: [OH:1][CH2:2][C@H:3]1[CH2:8][CH2:7][C@H:6]([N:9]2[C:14]3[C:15]4[CH:21]=[CH:20][N:19]([CH2:22][O:23][CH2:24][CH2:25][Si:26]([CH3:29])([CH3:28])[CH3:27])[C:16]=4[N:17]=[CH:18][C:13]=3[C:12](=[O:30])[N:11]([CH3:31])[CH2:10]2)[CH2:5][CH2:4]1.I(C1C=CC=CC=1C(O)=O)(=O)=O.S([O-])([O-])(=O)=S.[Na+].[Na+].C(=O)([O-])O.[Na+]. Product: [CH3:31][N:11]1[C:12](=[O:30])[C:13]2[CH:18]=[N:17][C:16]3[N:19]([CH2:22][O:23][CH2:24][CH2:25][Si:26]([CH3:29])([CH3:27])[CH3:28])[CH:20]=[CH:21][C:15]=3[C:14]=2[N:9]([C@H:6]2[CH2:5][CH2:4][C@H:3]([CH:2]=[O:1])[CH2:8][CH2:7]2)[CH2:10]1. The catalyst class is: 16. (4) Reactant: [CH2:1]([O:3][C:4](=[O:13])[CH2:5][C:6]1[CH:11]=[CH:10][C:9]([NH2:12])=[CH:8][N:7]=1)[CH3:2].N1C=CC=CC=1.Cl[C:21]([O:23][CH2:24][C:25]1[CH:30]=[CH:29][CH:28]=[CH:27][CH:26]=1)=[O:22].O. Product: [CH2:1]([O:3][C:4](=[O:13])[CH2:5][C:6]1[CH:11]=[CH:10][C:9]([NH:12][C:21]([O:23][CH2:24][C:25]2[CH:30]=[CH:29][CH:28]=[CH:27][CH:26]=2)=[O:22])=[CH:8][N:7]=1)[CH3:2]. The catalyst class is: 7. (5) Reactant: [F:1][C:2]1[CH:7]=[CH:6][C:5]([C:8]2[N:9]=[C:10]3[N:14]([C:15]=2[C:16]2[CH:21]=[CH:20][N:19]=[C:18](S(C)(=O)=O)[N:17]=2)[CH:13]=[CH:12][S:11]3)=[CH:4][CH:3]=1.[C:26]([O:30][C:31]([N:33]1[CH2:38][CH2:37][CH:36]([NH2:39])[CH2:35][CH2:34]1)=[O:32])([CH3:29])([CH3:28])[CH3:27].CCN(C(C)C)C(C)C.O. Product: [C:26]([O:30][C:31]([N:33]1[CH2:38][CH2:37][CH:36]([NH:39][C:18]2[N:17]=[C:16]([C:15]3[N:14]4[C:10]([S:11][CH:12]=[CH:13]4)=[N:9][C:8]=3[C:5]3[CH:6]=[CH:7][C:2]([F:1])=[CH:3][CH:4]=3)[CH:21]=[CH:20][N:19]=2)[CH2:35][CH2:34]1)=[O:32])([CH3:29])([CH3:27])[CH3:28]. The catalyst class is: 16. (6) Reactant: [O-][Mn](=O)(=O)=O.[K+].[CH3:7][C:8]1[CH:9]=[C:10]([B:14]([OH:16])[OH:15])[CH:11]=CC=1.[OH-:17].[Na+].[CH3:19][CH2:20][OH:21]. Product: [C:20]([C:19]1[CH:11]=[C:10]([B:14]([OH:16])[OH:15])[CH:9]=[CH:8][CH:7]=1)([OH:17])=[O:21]. The catalyst class is: 6. (7) Reactant: C[Si](N[Si](C)(C)C)(C)C.[Li][CH2:11][CH2:12][CH2:13]C.[CH2:15]([CH:22]1[CH2:26][O:25][C:24](=[O:27])[N:23]1[C:28](=[O:37])[CH2:29][CH2:30][CH:31]1[CH2:36][CH2:35][CH2:34][CH2:33][CH2:32]1)[C:16]1[CH:21]=[CH:20][CH:19]=[CH:18][CH:17]=1.C(Br)C=C. Product: [CH2:15]([C@H:22]1[CH2:26][O:25][C:24](=[O:27])[N:23]1[C:28](=[O:37])[C@H:29]([CH2:30][CH:31]1[CH2:32][CH2:33][CH2:34][CH2:35][CH2:36]1)[CH2:13][CH:12]=[CH2:11])[C:16]1[CH:17]=[CH:18][CH:19]=[CH:20][CH:21]=1. The catalyst class is: 1. (8) Reactant: C([O:8][CH2:9][C:10]([C:13]1[S:17][C:16]([NH2:18])=[N:15][N:14]=1)([CH3:12])[CH3:11])C1C=CC=CC=1.B(Br)(Br)Br. Product: [NH2:18][C:16]1[S:17][C:13]([C:10]([CH3:12])([CH3:11])[CH2:9][OH:8])=[N:14][N:15]=1. The catalyst class is: 2.